Task: Predict the reaction yield, written as a fraction of the theoretical maximum amount of product (1.0 means a 100% yield; for example, 0.34 means a 34% yield).. Dataset: Reaction yield outcomes from USPTO patents with 853,638 reactions (1) The reactants are [NH2:1][C@H:2]1[CH2:7][CH2:6][CH2:5][CH2:4][C@H:3]1[NH:8][C:9](=[O:22])[C:10]1[CH:15]=[CH:14][C:13]([C:16]([F:19])([F:18])[F:17])=[CH:12][C:11]=1[S:20][CH3:21].C(=O)([O-])[O-].[K+].[K+].Br[CH2:30][CH2:31][O:32][CH2:33][CH2:34]Br. The catalyst is C(#N)C. The product is [CH3:21][S:20][C:11]1[CH:12]=[C:13]([C:16]([F:18])([F:19])[F:17])[CH:14]=[CH:15][C:10]=1[C:9]([NH:8][C@@H:3]1[CH2:4][CH2:5][CH2:6][CH2:7][C@@H:2]1[N:1]1[CH2:34][CH2:33][O:32][CH2:31][CH2:30]1)=[O:22]. The yield is 0.680. (2) The reactants are [O:1]1[C:5]2([CH2:10][CH2:9][N:8]([C:11]3[CH:18]=[CH:17][C:14]([CH:15]=O)=[CH:13][CH:12]=3)[CH2:7][CH2:6]2)[O:4][CH2:3][CH2:2]1.[S:19]1[CH2:25][C:23](=[O:24])[NH:22][C:20]1=[S:21].NCCC(O)=O. The catalyst is C(O)(=O)C. The product is [O:1]1[C:5]2([CH2:10][CH2:9][N:8]([C:11]3[CH:18]=[CH:17][C:14]([CH:15]=[C:25]4[S:19][C:20](=[S:21])[NH:22][C:23]4=[O:24])=[CH:13][CH:12]=3)[CH2:7][CH2:6]2)[O:4][CH2:3][CH2:2]1. The yield is 0.660. (3) The catalyst is O1CCCC1. The product is [Cl:1][C:2]1[CH:7]=[C:6]([Cl:8])[CH:5]=[CH:4][C:3]=1[C:9]1[N:10]=[C:11]([CH2:34][CH3:35])[C:12]([NH:17][C@H:18]2[C@@H:22]([O:23][C:43](=[O:44])[C:42]3[CH:41]=[CH:40][C:39]([N+:36]([O-:38])=[O:37])=[CH:47][CH:46]=3)[CH2:21][N:20]([C:24]([O:26][CH2:27][C:28]3[CH:29]=[CH:30][CH:31]=[CH:32][CH:33]=3)=[O:25])[CH2:19]2)=[N:13][C:14]=1[CH2:15][CH3:16]. The reactants are [Cl:1][C:2]1[CH:7]=[C:6]([Cl:8])[CH:5]=[CH:4][C:3]=1[C:9]1[N:10]=[C:11]([CH2:34][CH3:35])[C:12]([NH:17][C@H:18]2[C@H:22]([OH:23])[CH2:21][N:20]([C:24]([O:26][CH2:27][C:28]3[CH:33]=[CH:32][CH:31]=[CH:30][CH:29]=3)=[O:25])[CH2:19]2)=[N:13][C:14]=1[CH2:15][CH3:16].[N+:36]([C:39]1[CH:47]=[CH:46][C:42]([C:43](O)=[O:44])=[CH:41][CH:40]=1)([O-:38])=[O:37].C1(P(C2C=CC=CC=2)C2C=CC=CC=2)C=CC=CC=1.N(C(OC(C)(C)C)=O)=NC(OC(C)(C)C)=O.C(=O)(O)[O-].[Na+]. The yield is 0.840. (4) The reactants are [F:1][C:2]1[CH:3]=[C:4]([CH:6]=[CH:7][C:8]=1[O:9][C:10]1[CH:15]=[CH:14][N:13]=[CH:12][C:11]=1[I:16])[NH2:5].C(N(C(C)C)CC)(C)C.[O:26]=[C:27]1[N:31]([C:32]2[CH:37]=[CH:36][CH:35]=[CH:34][CH:33]=2)[CH2:30][CH2:29][N:28]1[C:38](Cl)=[O:39]. The catalyst is ClCCl.CCOC(C)=O. The product is [F:1][C:2]1[CH:3]=[C:4]([NH:5][C:38]([N:28]2[CH2:29][CH2:30][N:31]([C:32]3[CH:37]=[CH:36][CH:35]=[CH:34][CH:33]=3)[C:27]2=[O:26])=[O:39])[CH:6]=[CH:7][C:8]=1[O:9][C:10]1[CH:15]=[CH:14][N:13]=[CH:12][C:11]=1[I:16]. The yield is 0.830. (5) The reactants are CS(O[C@@H:6]([CH3:12])[C:7]([O:9][CH2:10][CH3:11])=[O:8])(=O)=O.[C:13]([O:26][CH2:27][C:28]1[CH:33]=[CH:32][CH:31]=[CH:30][CH:29]=1)(=[O:25])[CH2:14][C:15]([O:17][CH2:18][C:19]1[CH:24]=[CH:23][CH:22]=[CH:21][CH:20]=1)=[O:16].[F-].[Cs+].O. The catalyst is CN(C=O)C. The product is [CH:14]([C:13]([O:26][CH2:27][C:28]1[CH:29]=[CH:30][CH:31]=[CH:32][CH:33]=1)=[O:25])([C:15]([O:17][CH2:18][C:19]1[CH:24]=[CH:23][CH:22]=[CH:21][CH:20]=1)=[O:16])[C@@H:6]([C:7]([O:9][CH2:10][CH3:11])=[O:8])[CH3:12]. The yield is 0.600. (6) The reactants are [O:1]1[C:5]2([CH2:10][CH2:9][CH:8]([NH:11][C:12]3[NH:16][N:15]=[CH:14][CH:13]=3)[CH2:7][CH2:6]2)[O:4][CH2:3][CH2:2]1.N12CCCN=C1CCCCC2.[C:28]([C:30]1[CH:35]=[CH:34][CH:33]=[CH:32][C:31]=1[C:36]1[CH:41]=[CH:40][C:39]([CH2:42][CH:43]([C:49](=O)[CH2:50][CH2:51][CH3:52])[C:44](OCC)=[O:45])=[CH:38][C:37]=1[F:54])#[N:29].C(OCC)(=O)C. The catalyst is CCN(C1C=CC=CC=1)CC.O. The product is [O:4]1[C:5]2([CH2:6][CH2:7][CH:8]([N:11]3[C:44](=[O:45])[C:43]([CH2:42][C:39]4[CH:40]=[CH:41][C:36]([C:31]5[C:30]([C:28]#[N:29])=[CH:35][CH:34]=[CH:33][CH:32]=5)=[C:37]([F:54])[CH:38]=4)=[C:49]([CH2:50][CH2:51][CH3:52])[N:16]4[N:15]=[CH:14][CH:13]=[C:12]34)[CH2:9][CH2:10]2)[O:1][CH2:2][CH2:3]1. The yield is 0.820.